This data is from Catalyst prediction with 721,799 reactions and 888 catalyst types from USPTO. The task is: Predict which catalyst facilitates the given reaction. (1) Reactant: ClC([O:4][C:5]([Cl:8])(Cl)Cl)=O.[CH3:9][O:10][C:11]1[CH:22]=[CH:21][C:14]([CH2:15][NH:16][CH2:17][CH2:18][O:19][CH3:20])=[CH:13][CH:12]=1.C(N(CC)CC)C. Product: [CH3:9][O:10][C:11]1[CH:22]=[CH:21][C:14]([CH2:15][N:16]([CH2:17][CH2:18][O:19][CH3:20])[C:5]([Cl:8])=[O:4])=[CH:13][CH:12]=1. The catalyst class is: 4. (2) Reactant: [CH2:1]([NH2:3])[CH3:2].[CH2:4]([O:11][C:12]1[CH:17]=[C:16]([O:18][CH2:19][C:20]2[CH:25]=[CH:24][CH:23]=[CH:22][CH:21]=2)[C:15]([CH:26]([CH3:28])[CH3:27])=[CH:14][C:13]=1[C:29]1[O:33][N:32]=[C:31]([C:34](=[O:38])[NH:35][CH2:36][CH3:37])[C:30]=1[CH:39]1[O:43][N:42]=[C:41]([C:44]([O:46]CC)=O)[CH2:40]1)[C:5]1[CH:10]=[CH:9][CH:8]=[CH:7][CH:6]=1. Product: [CH2:4]([O:11][C:12]1[CH:17]=[C:16]([O:18][CH2:19][C:20]2[CH:21]=[CH:22][CH:23]=[CH:24][CH:25]=2)[C:15]([CH:26]([CH3:27])[CH3:28])=[CH:14][C:13]=1[C:29]1[O:33][N:32]=[C:31]([C:34]([NH:35][CH2:36][CH3:37])=[O:38])[C:30]=1[CH:39]1[O:43][N:42]=[C:41]([C:44](=[O:46])[NH:3][CH2:1][CH3:2])[CH2:40]1)[C:5]1[CH:10]=[CH:9][CH:8]=[CH:7][CH:6]=1. The catalyst class is: 5. (3) Reactant: Cl[C:2]1[N:7]=[CH:6][N:5]=[C:4]([N:8]2[C:12]([NH2:13])=[N:11][C:10]([NH:14][C:15]3[CH:20]=[CH:19][C:18]([N:21]4[CH2:26][CH2:25][O:24][CH2:23][CH2:22]4)=[CH:17][CH:16]=3)=[N:9]2)[CH:3]=1.[NH:27]1[CH2:32][CH2:31][NH:30][CH2:29][CH2:28]1.C(N(C(C)C)CC)(C)C. Product: [N:21]1([C:18]2[CH:19]=[CH:20][C:15]([NH:14][C:10]3[N:11]=[C:12]([NH2:13])[N:8]([C:4]4[CH:3]=[C:2]([N:27]5[CH2:32][CH2:31][NH:30][CH2:29][CH2:28]5)[N:7]=[CH:6][N:5]=4)[N:9]=3)=[CH:16][CH:17]=2)[CH2:26][CH2:25][O:24][CH2:23][CH2:22]1. The catalyst class is: 1. (4) Reactant: BrC1C=C2[C:5]([C:6](=[O:13])[C:7](=[O:12])[N:8]2[CH3:11])=C(C)C=1.BrC1C=C(C)C=C2[C:17]=1[C:18](=[O:28])C(=O)N2C.N12CCN(CC1)CC2.C(Cl)(=O)[C:38](Cl)=[O:39].BrC1C=C(C=C(C)C=1)N(C)C.[OH-].[Na+]. Product: [CH3:38][O:39][N:8]([CH3:11])[C:7]([CH:6]1[CH2:5][O:28][CH2:18][CH2:17][O:13]1)=[O:12]. The catalyst class is: 22. (5) Product: [C:1](=[N:14][N:15]([C:16]1[CH:17]=[CH:18][C:19]([Cl:22])=[CH:20][CH:21]=1)[CH3:25])([C:8]1[CH:13]=[CH:12][CH:11]=[CH:10][CH:9]=1)[C:2]1[CH:3]=[CH:4][CH:5]=[CH:6][CH:7]=1. Reactant: [C:1](=[N:14][NH:15][C:16]1[CH:21]=[CH:20][C:19]([Cl:22])=[CH:18][CH:17]=1)([C:8]1[CH:13]=[CH:12][CH:11]=[CH:10][CH:9]=1)[C:2]1[CH:7]=[CH:6][CH:5]=[CH:4][CH:3]=1.CI.[C:25](OC)(C)(C)C. The catalyst class is: 7. (6) Reactant: [Na+].[I-:2].CNCCNC.Br[C:10]1[CH:11]=[CH:12][C:13](/[CH:16]=[CH:17]/[CH2:18][OH:19])=[N:14][CH:15]=1.O. Product: [I:2][C:10]1[CH:11]=[CH:12][C:13](/[CH:16]=[CH:17]/[CH2:18][OH:19])=[N:14][CH:15]=1. The catalyst class is: 185.